Dataset: CYP2D6 inhibition data for predicting drug metabolism from PubChem BioAssay. Task: Regression/Classification. Given a drug SMILES string, predict its absorption, distribution, metabolism, or excretion properties. Task type varies by dataset: regression for continuous measurements (e.g., permeability, clearance, half-life) or binary classification for categorical outcomes (e.g., BBB penetration, CYP inhibition). Dataset: cyp2d6_veith. The molecule is CCn1c(CC(=O)Nc2ccc(C)cc2)nnc1SCC(=O)NCCc1ccccc1. The result is 0 (non-inhibitor).